From a dataset of Forward reaction prediction with 1.9M reactions from USPTO patents (1976-2016). Predict the product of the given reaction. (1) Given the reactants Cl.[F:2][C:3]1[CH:11]=[C:10]2[C:6]([C:7]([C:21]3[CH:22]=[N:23][N:24]([CH2:26][CH2:27][NH2:28])[CH:25]=3)=[CH:8][N:9]2[S:12]([C:15]2[CH:20]=[CH:19][CH:18]=[CH:17][CH:16]=2)(=[O:14])=[O:13])=[CH:5][CH:4]=1.[CH3:29][S:30](Cl)(=[O:32])=[O:31], predict the reaction product. The product is: [F:2][C:3]1[CH:11]=[C:10]2[C:6]([C:7]([C:21]3[CH:22]=[N:23][N:24]([CH2:26][CH2:27][NH:28][S:30]([CH3:29])(=[O:32])=[O:31])[CH:25]=3)=[CH:8][N:9]2[S:12]([C:15]2[CH:16]=[CH:17][CH:18]=[CH:19][CH:20]=2)(=[O:14])=[O:13])=[CH:5][CH:4]=1. (2) The product is: [CH3:21][N:19]1[CH:20]=[C:16]([NH:15][C:12]2[N:11]=[CH:10][C:9]3[CH:8]=[N:7][N:6]([CH2:5][C:4]4[CH:3]=[C:2]([NH:1][C:34](=[O:37])[CH:35]=[CH2:36])[CH:24]=[CH:23][CH:22]=4)[C:14]=3[CH:13]=2)[CH:17]=[N:18]1. Given the reactants [NH2:1][C:2]1[CH:3]=[C:4]([CH:22]=[CH:23][CH:24]=1)[CH2:5][N:6]1[C:14]2[CH:13]=[C:12]([NH:15][C:16]3[CH:17]=[N:18][N:19]([CH3:21])[CH:20]=3)[N:11]=[CH:10][C:9]=2[CH:8]=[N:7]1.CCN(C(C)C)C(C)C.[C:34](Cl)(=[O:37])[CH:35]=[CH2:36], predict the reaction product. (3) Given the reactants [Br:1][C:2]1[S:6][C:5]([C:7]([OH:9])=O)=[CH:4][CH:3]=1.C(Cl)(=O)C([Cl:13])=O, predict the reaction product. The product is: [Br:1][C:2]1[S:6][C:5]([C:7]([Cl:13])=[O:9])=[CH:4][CH:3]=1. (4) Given the reactants [CH2:1]([O:3][C:4]([C:6]1[CH:7]=[C:8]2[N:13]([CH:14]=1)[CH:12]=[CH:11][C:10]([CH2:15][OH:16])=[CH:9]2)=[O:5])[CH3:2].Br[C:18]1[CH:23]=[CH:22][CH:21]=[C:20]([F:24])[CH:19]=1, predict the reaction product. The product is: [CH2:1]([O:3][C:4]([C:6]1[CH:7]=[C:8]2[N:13]([C:14]=1[C:18]1[CH:23]=[CH:22][CH:21]=[C:20]([F:24])[CH:19]=1)[CH:12]=[CH:11][C:10]([CH2:15][OH:16])=[CH:9]2)=[O:5])[CH3:2].